From a dataset of Catalyst prediction with 721,799 reactions and 888 catalyst types from USPTO. Predict which catalyst facilitates the given reaction. (1) Reactant: [CH3:1][S:2][C:3]1[N:4]=[CH:5][C:6]2[C:15](=[O:16])[N:14]([C:17]3[CH:18]=[C:19]([CH:25]=[CH:26][CH:27]=3)[C:20]([O:22]CC)=[O:21])[CH2:13][C@H:12]3[N:8]([CH2:9][CH2:10][CH2:11]3)[C:7]=2[N:28]=1.[OH-].[Na+]. Product: [CH3:1][S:2][C:3]1[N:4]=[CH:5][C:6]2[C:15](=[O:16])[N:14]([C:17]3[CH:18]=[C:19]([CH:25]=[CH:26][CH:27]=3)[C:20]([OH:22])=[O:21])[CH2:13][C@H:12]3[N:8]([CH2:9][CH2:10][CH2:11]3)[C:7]=2[N:28]=1. The catalyst class is: 8. (2) Reactant: [F:1][C:2]1[CH:3]=[C:4]([CH2:9][C:10]([NH:12][C@H:13]([C:15]([OH:17])=O)[CH3:14])=[O:11])[CH:5]=[C:6]([F:8])[CH:7]=1.Cl.[C:19]([O:23][C:24](=[O:31])[C@H:25]([CH2:27][CH:28]([CH3:30])[CH3:29])[NH2:26])([CH3:22])([CH3:21])[CH3:20]. The catalyst class is: 100. Product: [C:19]([O:23][C:24](=[O:31])[C@H:25]([CH2:27][CH:28]([CH3:29])[CH3:30])[NH:26][C:15](=[O:17])[C@H:13]([CH3:14])[NH:12][C:10](=[O:11])[CH2:9][C:4]1[CH:5]=[C:6]([F:8])[CH:7]=[C:2]([F:1])[CH:3]=1)([CH3:22])([CH3:21])[CH3:20].